Dataset: Reaction yield outcomes from USPTO patents with 853,638 reactions. Task: Predict the reaction yield, written as a fraction of the theoretical maximum amount of product (1.0 means a 100% yield; for example, 0.34 means a 34% yield). (1) The reactants are [H-].[Na+].[Cl:3][C:4]1[N:9]=[CH:8][NH:7][C:6]2=[N:10][CH:11]=[CH:12][C:5]=12.[CH:13]([Si:16](Cl)([CH:20]([CH3:22])[CH3:21])[CH:17]([CH3:19])[CH3:18])([CH3:15])[CH3:14]. The catalyst is O1CCCC1. The product is [Cl:3][C:4]1[C:5]2[CH:12]=[CH:11][N:10]([Si:16]([CH:20]([CH3:22])[CH3:21])([CH:17]([CH3:19])[CH3:18])[CH:13]([CH3:15])[CH3:14])[C:6]=2[N:7]=[CH:8][N:9]=1. The yield is 0.990. (2) The reactants are Br[C:2]1[CH:10]=[C:9]2[C:5]([C:6]([C:22]#[N:23])=[C:7]([C:13]3[CH:18]=[CH:17][C:16]([O:19][CH2:20][CH3:21])=[CH:15][CH:14]=3)[N:8]2[CH2:11][CH3:12])=[CH:4][CH:3]=1.BrC1C=C2C(C=CN2)=CC=1.C([O-])([O-])=O.[K+].[K+].[C:40](=[O:47])([O:42][C:43]([CH3:46])([CH3:45])[CH3:44])[NH2:41].CNC1CCCCC1NC. The catalyst is [Cu]I.C1(C)C=CC=CC=1. The product is [C:43]([O:42][C:40](=[O:47])[NH:41][C:2]1[CH:10]=[C:9]2[C:5]([C:6]([C:22]#[N:23])=[C:7]([C:13]3[CH:18]=[CH:17][C:16]([O:19][CH2:20][CH3:21])=[CH:15][CH:14]=3)[N:8]2[CH2:11][CH3:12])=[CH:4][CH:3]=1)([CH3:46])([CH3:45])[CH3:44]. The yield is 0.840.